From a dataset of Forward reaction prediction with 1.9M reactions from USPTO patents (1976-2016). Predict the product of the given reaction. (1) Given the reactants [CH:1]([O:3][CH2:4][CH2:5][OH:6])=[CH2:2].C1(C)C=CC=CC=1.[H-].[Na+].[Br:16][C:17]1[CH:22]=[CH:21]C=C(Br)[N:18]=1, predict the reaction product. The product is: [Br:16][C:17]1[N:18]=[C:1]([O:3][CH2:4][CH2:5][OH:6])[CH:2]=[CH:21][CH:22]=1. (2) Given the reactants [NH2:1][CH:2]([C:12]1[C:20]2[O:19][C:18]([F:22])([F:21])[O:17][C:16]=2[CH:15]=[CH:14][CH:13]=1)[CH2:3][C:4]1[CH:9]=[C:8]([CH3:10])[CH:7]=[C:6]([CH3:11])[CH:5]=1.Cl[CH2:24][CH2:25][N:26]=[C:27]=[S:28], predict the reaction product. The product is: [S:28]1[CH2:24][CH2:25][N:26]=[C:27]1[N:26]1[CH2:25][CH2:24][S:28][C:27]1=[N:1][CH:2]([C:12]1[C:20]2[O:19][C:18]([F:22])([F:21])[O:17][C:16]=2[CH:15]=[CH:14][CH:13]=1)[CH2:3][C:4]1[CH:9]=[C:8]([CH3:10])[CH:7]=[C:6]([CH3:11])[CH:5]=1. (3) Given the reactants [Cl:1][C:2]1[CH:8]=[C:7]([OH:9])[C:6]([CH3:10])=[CH:5][C:3]=1[NH2:4].C(=O)([O-])[O-].[K+].[K+].[Cl:17][C:18]1[CH:23]=[CH:22][C:21]([CH2:24][CH2:25][C:26]2[N:30]=[C:29](S(C3C=CC(C)=CC=3)(=O)=O)[S:28][N:27]=2)=[CH:20][CH:19]=1, predict the reaction product. The product is: [Cl:1][C:2]1[CH:8]=[C:7]([O:9][C:29]2[S:28][N:27]=[C:26]([CH2:25][CH2:24][C:21]3[CH:22]=[CH:23][C:18]([Cl:17])=[CH:19][CH:20]=3)[N:30]=2)[C:6]([CH3:10])=[CH:5][C:3]=1[NH2:4]. (4) Given the reactants Br[C:2]1[C:10]2[C:6](=[N:7][N:8]([C:11]3[CH:16]=[CH:15][C:14]([N+:17]([O-])=O)=[CH:13][CH:12]=3)[N:9]=2)[C:5](Br)=[CH:4][CH:3]=1.[CH2:21]([O:25][C:26]1[CH:31]=[CH:30][C:29](B(O)O)=[CH:28][CH:27]=1)[CH:22]([CH3:24])[CH3:23].[C:35](=[O:38])([O-])[O-].[Na+].[Na+].[CH2:41](O)[CH2:42][CH2:43]C.[C:46]1(C)[CH:51]=[CH:50][CH:49]=[CH:48][CH:47]=1, predict the reaction product. The product is: [CH2:21]([O:25][C:26]1[CH:31]=[CH:30][C:29]([C:2]2[C:10]3[C:6](=[N:7][N:8]([C:11]4[CH:16]=[CH:15][C:14]([NH2:17])=[CH:13][CH:12]=4)[N:9]=3)[C:5]([C:46]3[CH:47]=[CH:48][C:49]([O:38][CH2:35][CH:42]([CH3:43])[CH3:41])=[CH:50][CH:51]=3)=[CH:4][CH:3]=2)=[CH:28][CH:27]=1)[CH:22]([CH3:24])[CH3:23]. (5) Given the reactants C([O:3][C:4](=[O:44])[CH2:5][C:6]1[CH:11]=[CH:10][C:9]([O:12][CH2:13]/[CH:14]=[CH:15]/[C:16]#[C:17][C:18]2[CH:23]=[CH:22][CH:21]=[C:20]([C:24]#[C:25]/[CH:26]=[CH:27]/[CH2:28][O:29][C:30]3[CH:35]=[CH:34][C:33]([CH2:36][C:37]([O:39]CC)=[O:38])=[CH:32][C:31]=3[Cl:42])[CH:19]=2)=[C:8]([Cl:43])[CH:7]=1)C.[OH-].[Na+], predict the reaction product. The product is: [C:37]([CH2:36][C:33]1[CH:34]=[CH:35][C:30]([O:29][CH2:28]/[CH:27]=[CH:26]/[C:25]#[C:24][C:20]2[CH:19]=[C:18]([C:17]#[C:16]/[CH:15]=[CH:14]/[CH2:13][O:12][C:9]3[CH:10]=[CH:11][C:6]([CH2:5][C:4]([OH:44])=[O:3])=[CH:7][C:8]=3[Cl:43])[CH:23]=[CH:22][CH:21]=2)=[C:31]([Cl:42])[CH:32]=1)([OH:39])=[O:38]. (6) Given the reactants [H-].[Na+].[CH:3]1([C:6](=[O:10])[CH2:7][C:8]#[N:9])[CH2:5][CH2:4]1.[CH3:11][C:12]1[N:20]=[C:19]([N:21]2[CH:25]=[N:24][CH:23]=[N:22]2)[CH:18]=[CH:17][C:13]=1[C:14](Cl)=[O:15].C(O)(=O)CC(CC(O)=O)(C(O)=O)O, predict the reaction product. The product is: [CH:3]1([C:6](=[O:10])[CH:7]([C:14]([C:13]2[C:12]([CH3:11])=[N:20][C:19]([N:21]3[CH:25]=[N:24][CH:23]=[N:22]3)=[CH:18][CH:17]=2)=[O:15])[C:8]#[N:9])[CH2:5][CH2:4]1. (7) Given the reactants C([O:3][C:4]([C:6]1[C:7]([CH3:26])=[N:8][C:9]([NH:13][CH:14]2[CH2:23][CH2:22][C:21]3[C:16](=[C:17]([O:24]C)[CH:18]=[CH:19][CH:20]=3)[CH2:15]2)=[N:10][C:11]=1[CH3:12])=[O:5])C.B(Br)(Br)Br.C(Cl)Cl.O[Li].O, predict the reaction product. The product is: [OH:24][C:17]1[CH:18]=[CH:19][CH:20]=[C:21]2[C:16]=1[CH2:15][CH:14]([NH:13][C:9]1[N:8]=[C:7]([CH3:26])[C:6]([C:4]([OH:5])=[O:3])=[C:11]([CH3:12])[N:10]=1)[CH2:23][CH2:22]2.